From a dataset of Catalyst prediction with 721,799 reactions and 888 catalyst types from USPTO. Predict which catalyst facilitates the given reaction. (1) Reactant: [C:1]([O:5][C:6](=[O:21])[CH2:7][N:8]([CH2:10][C:11]1[CH:20]=[CH:19][C:14]([C:15]([O:17]C)=[O:16])=[CH:13][CH:12]=1)[CH3:9])([CH3:4])([CH3:3])[CH3:2].C1COCC1.[OH-].[Li+].Cl. Product: [C:1]([O:5][C:6](=[O:21])[CH2:7][N:8]([CH2:10][C:11]1[CH:20]=[CH:19][C:14]([C:15]([OH:17])=[O:16])=[CH:13][CH:12]=1)[CH3:9])([CH3:4])([CH3:2])[CH3:3]. The catalyst class is: 72. (2) The catalyst class is: 32. Reactant: Cl[C:2]1[C:7]([CH3:8])=[C:6]([Cl:9])[N:5]=[CH:4][N:3]=1.[NH2:10][C:11]1[CH:16]=[CH:15][CH:14]=[CH:13][CH:12]=1.Cl. Product: [Cl:9][C:6]1[N:5]=[CH:4][N:3]=[C:2]([NH:10][C:11]2[CH:16]=[CH:15][CH:14]=[CH:13][CH:12]=2)[C:7]=1[CH3:8]. (3) Reactant: [C:1]([N:4]1[C:12]2[C:7](=[CH:8][CH:9]=[CH:10][CH:11]=2)[CH2:6][CH:5]1[C:13](=[NH:16])[NH:14][OH:15])(=[O:3])[CH3:2].[C:17](Cl)(=O)[CH2:18][CH2:19][CH3:20]. Product: [C:1]([N:4]1[C:12]2[C:7](=[CH:8][CH:9]=[CH:10][CH:11]=2)[CH2:6][CH:5]1[C:13]1[N:16]=[C:17]([CH2:18][CH2:19][CH3:20])[O:15][N:14]=1)(=[O:3])[CH3:2]. The catalyst class is: 17. (4) Reactant: [F:1][C:2]([F:14])([F:13])[C:3]([C:5]1[CH:10]=[CH:9][C:8]([F:11])=[CH:7][C:6]=1F)=[O:4].[Cl:15][C:16]1[CH:17]=[C:18]([CH:21]=[C:22]([Cl:24])[CH:23]=1)[CH2:19][NH2:20].C(N(CC)C(C)C)(C)C. Product: [Cl:15][C:16]1[CH:17]=[C:18]([CH:21]=[C:22]([Cl:24])[CH:23]=1)[CH2:19][NH:20][C:6]1[CH:7]=[C:8]([F:11])[CH:9]=[CH:10][C:5]=1[C:3](=[O:4])[C:2]([F:14])([F:13])[F:1]. The catalyst class is: 10. (5) Reactant: [OH:1][CH2:2][C:3]([NH:6][C:7](=[O:16])[C:8]1[CH:13]=[CH:12][C:11]([F:14])=[CH:10][C:9]=1[F:15])([CH3:5])[CH3:4].C(N(CC)CC)C.O. The catalyst class is: 16. Product: [CH:2]([C:3]([NH:6][C:7](=[O:16])[C:8]1[CH:13]=[CH:12][C:11]([F:14])=[CH:10][C:9]=1[F:15])([CH3:5])[CH3:4])=[O:1].